Predict the reactants needed to synthesize the given product. From a dataset of Full USPTO retrosynthesis dataset with 1.9M reactions from patents (1976-2016). (1) Given the product [Cl:8][C:6]1[N:7]=[C:2]([N:20]2[C:21]3[C:17](=[CH:16][C:15]([Cl:14])=[CH:23][C:22]=3[Cl:24])[CH2:18][CH2:19]2)[C:3](=[O:13])[N:4]([CH2:9][CH2:10][S:11][CH3:12])[CH:5]=1, predict the reactants needed to synthesize it. The reactants are: Cl[C:2]1[C:3](=[O:13])[N:4]([CH2:9][CH2:10][S:11][CH3:12])[CH:5]=[C:6]([Cl:8])[N:7]=1.[Cl:14][C:15]1[CH:16]=[C:17]2[C:21](=[C:22]([Cl:24])[CH:23]=1)[NH:20][CH2:19][CH2:18]2. (2) Given the product [NH2:30][C:22]1[S:21][C:13]2[N:14]([C:15]3[CH:20]=[CH:19][CH:18]=[CH:17][CH:16]=3)[C:9](=[O:8])[CH:10]=[CH:11][C:12]=2[C:23]=1[C:24]1[CH:29]=[CH:28][CH:27]=[CH:26][CH:25]=1, predict the reactants needed to synthesize it. The reactants are: FC(F)(F)C(O)=O.[O:8]=[C:9]1[N:14]([C:15]2[CH:20]=[CH:19][CH:18]=[CH:17][CH:16]=2)[C:13]2[S:21][C:22]([NH:30]C(=O)OC(C)(C)C)=[C:23]([C:24]3[CH:29]=[CH:28][CH:27]=[CH:26][CH:25]=3)[C:12]=2[CH:11]=[CH:10]1.C([O-])(O)=O.[Na+]. (3) Given the product [CH3:18][O:19][Si:20]([O:23][CH3:24])([O:21][CH3:22])[CH2:10][CH2:9][CH2:8][O:7][CH2:6][C:5]1[CH:4]=[C:3]2[O:2][CH2:1][O:14][C:13]2=[CH:12][C:11]=1[N+:15]([O-:17])=[O:16], predict the reactants needed to synthesize it. The reactants are: [CH2:1]1[O:14][C:13]2[CH:12]=[C:11]([N+:15]([O-:17])=[O:16])[C:5]([CH2:6][O:7][CH2:8][CH:9]=[CH2:10])=[CH:4][C:3]=2[O:2]1.[CH3:18][O:19][SiH:20]([O:23][CH3:24])[O:21][CH3:22]. (4) Given the product [F:40][C:17]1[CH:18]=[C:19]([NH:22][C:23]([C:25]2[C:26](=[O:39])[N:27]([C:32]3[CH:33]=[CH:34][C:35]([F:38])=[CH:36][CH:37]=3)[N:28]([CH3:31])[C:29]=2[CH3:30])=[O:24])[CH:20]=[CH:21][C:16]=1[O:15][C:13]1[C:14]2[N:9]([CH:8]=[CH:7][C:6]=2[CH:3]([OH:5])[CH3:4])[N:10]=[CH:11][CH:12]=1, predict the reactants needed to synthesize it. The reactants are: [BH4-].[Na+].[C:3]([C:6]1[CH:7]=[CH:8][N:9]2[C:14]=1[C:13]([O:15][C:16]1[CH:21]=[CH:20][C:19]([NH:22][C:23]([C:25]3[C:26](=[O:39])[N:27]([C:32]4[CH:37]=[CH:36][C:35]([F:38])=[CH:34][CH:33]=4)[N:28]([CH3:31])[C:29]=3[CH3:30])=[O:24])=[CH:18][C:17]=1[F:40])=[CH:12][CH:11]=[N:10]2)(=[O:5])[CH3:4].[Cl-].[NH4+]. (5) Given the product [C:2]1([C:23]2[CH:28]=[CH:27][CH:26]=[CH:25][CH:24]=2)[CH:22]=[CH:21][C:5]([CH2:6][S:7]([NH:10][C:11]2[CH:19]=[CH:18][C:14]([C:15]([OH:17])=[O:16])=[C:13]([OH:20])[CH:12]=2)(=[O:9])=[O:8])=[CH:4][CH:3]=1, predict the reactants needed to synthesize it. The reactants are: Br[C:2]1[CH:22]=[CH:21][C:5]([CH2:6][S:7]([NH:10][C:11]2[CH:19]=[CH:18][C:14]([C:15]([OH:17])=[O:16])=[C:13]([OH:20])[CH:12]=2)(=[O:9])=[O:8])=[CH:4][CH:3]=1.[C:23]1(B(O)O)[CH:28]=[CH:27][CH:26]=[CH:25][CH:24]=1.CCN(C(C)C)C(C)C.C(Cl)Cl. (6) Given the product [CH3:24][O:23][C:13]1[C:14]([C:17]2[CH:21]=[CH:20][N:19]([CH3:22])[N:18]=2)=[CH:15][N:16]([C:26]2[C:27]([C:28]#[N:29])=[CH:30][CH:31]=[CH:32][N:33]=2)[C:9](=[O:8])[C:10]=1[C:11]#[N:12], predict the reactants needed to synthesize it. The reactants are: FC(F)(F)C(O)=O.[OH:8][C:9]1[N:16]=[CH:15][C:14]([C:17]2[CH:21]=[CH:20][N:19]([CH3:22])[N:18]=2)=[C:13]([O:23][CH3:24])[C:10]=1[C:11]#[N:12].F[C:26]1[N:33]=[CH:32][CH:31]=[CH:30][C:27]=1[C:28]#[N:29].C(=O)([O-])[O-].[Cs+].[Cs+].C(=O)([O-])O.[Na+]. (7) Given the product [F:12][C:13]1[CH:18]=[CH:17][C:16]([C:19]2[O:20][C:21]3[CH:31]=[CH:30][C:29]4[O:32][C:34]([CH3:36])([CH3:35])[CH2:33][C:28]=4[C:22]=3[C:23]=2[C:24]([O:26][CH3:27])=[O:25])=[CH:15][CH:14]=1, predict the reactants needed to synthesize it. The reactants are: CC1C=CC(S(O)(=O)=O)=CC=1.[F:12][C:13]1[CH:18]=[CH:17][C:16]([C:19]2[O:20][C:21]3[CH:31]=[CH:30][C:29]([OH:32])=[C:28]([CH2:33][C:34]([CH3:36])=[CH2:35])[C:22]=3[C:23]=2[C:24]([O:26][CH3:27])=[O:25])=[CH:15][CH:14]=1. (8) Given the product [CH3:21][O:20][C:16]([C:17]1[S:18][C:2]2[CH:7]=[CH:6][N:5]=[CH:4][C:3]=2[CH:8]=1)=[O:19], predict the reactants needed to synthesize it. The reactants are: Br[C:2]1[CH:7]=[CH:6][N:5]=[CH:4][C:3]=1[CH:8]=O.C([O-])([O-])=O.[K+].[K+].[C:16]([O:20][CH3:21])(=[O:19])[CH2:17][SH:18].